This data is from Reaction yield outcomes from USPTO patents with 853,638 reactions. The task is: Predict the reaction yield, written as a fraction of the theoretical maximum amount of product (1.0 means a 100% yield; for example, 0.34 means a 34% yield). (1) The reactants are [CH3:1][N:2]1[C:10]2[C:5](=[CH:6][CH:7]=[CH:8][CH:9]=2)[CH:4]=[C:3]1[C:11]1[S:15][C:14]([NH2:16])=[N:13][CH:12]=1.[Cl:17][C:18]1[CH:26]=[CH:25][CH:24]=[CH:23][C:19]=1[C:20](Cl)=[O:21].CCN(C(C)C)C(C)C. The catalyst is C(Cl)Cl.CN(C1C=CN=CC=1)C. The product is [Cl:17][C:18]1[CH:26]=[CH:25][CH:24]=[CH:23][C:19]=1[C:20]([NH:16][C:14]1[S:15][C:11]([C:3]2[N:2]([CH3:1])[C:10]3[C:5]([CH:4]=2)=[CH:6][CH:7]=[CH:8][CH:9]=3)=[CH:12][N:13]=1)=[O:21]. The yield is 0.970. (2) The reactants are [C:1]([C:5]1[CH:6]=[C:7]([NH:17][C:18]([NH:20][C@@H:21]2[C:30]3[C:25](=[CH:26][CH:27]=[CH:28][CH:29]=3)[C@H:24]([O:31][C:32]3[CH:33]=[CH:34][C:35]4[N:36]([C:38]([C@:41]5([CH2:47][O:48][Si](C(C)C)(C(C)C)C(C)C)[CH2:45][CH2:44][CH2:43][N:42]5[CH3:46])=[N:39][N:40]=4)[CH:37]=3)[CH2:23][CH2:22]2)=[O:19])[N:8]([C:10]2[CH:15]=[CH:14][C:13]([CH3:16])=[CH:12][CH:11]=2)[N:9]=1)([CH3:4])([CH3:3])[CH3:2].CCCC[N+](CCCC)(CCCC)CCCC.[F-].N. The catalyst is C1COCC1.CO.C(Cl)Cl. The product is [C:1]([C:5]1[CH:6]=[C:7]([NH:17][C:18]([NH:20][C@@H:21]2[C:30]3[C:25](=[CH:26][CH:27]=[CH:28][CH:29]=3)[C@H:24]([O:31][C:32]3[CH:33]=[CH:34][C:35]4[N:36]([C:38]([C@:41]5([CH2:47][OH:48])[CH2:45][CH2:44][CH2:43][N:42]5[CH3:46])=[N:39][N:40]=4)[CH:37]=3)[CH2:23][CH2:22]2)=[O:19])[N:8]([C:10]2[CH:15]=[CH:14][C:13]([CH3:16])=[CH:12][CH:11]=2)[N:9]=1)([CH3:4])([CH3:2])[CH3:3]. The yield is 0.560. (3) The reactants are [Br:1][C:2]1[CH:3]=[C:4]([O:14][CH3:15])[C:5]([O:12][CH3:13])=[C:6]([CH:8](O)[CH2:9][CH3:10])[CH:7]=1.CCN(S(F)(F)[F:22])CC. The catalyst is C(Cl)Cl. The product is [Br:1][C:2]1[CH:3]=[C:4]([O:14][CH3:15])[C:5]([O:12][CH3:13])=[C:6]([CH:8]([F:22])[CH2:9][CH3:10])[CH:7]=1. The yield is 0.800. (4) The reactants are [Cl-].[NH4+:2].[Br:3][C:4]1[CH:5]=[CH:6][C:7]([F:23])=[C:8]([C:10]2([CH:20]([F:22])[F:21])[CH2:15][N:14]3[CH:16]=[CH:17][N:18]=[C:13]3[C:12](=S)[NH:11]2)[CH:9]=1.N.CO. No catalyst specified. The product is [Br:3][C:4]1[CH:5]=[CH:6][C:7]([F:23])=[C:8]([C:10]2([CH:20]([F:22])[F:21])[CH2:15][N:14]3[CH:16]=[CH:17][N:18]=[C:13]3[C:12]([NH2:2])=[N:11]2)[CH:9]=1. The yield is 0.980. (5) The reactants are Cl[C:2]1[C:11]2[O:12][CH:13]=[CH:14][C:10]=2[C:9]2[CH:8]=[C:7]([Cl:15])[CH:6]=[CH:5][C:4]=2[N:3]=1.[CH3:16][N:17]1[CH2:22][CH2:21][NH:20][CH2:19][CH2:18]1. The catalyst is CC(O)C. The product is [Cl:15][C:7]1[CH:6]=[CH:5][C:4]2[N:3]=[C:2]([N:20]3[CH2:21][CH2:22][N:17]([CH3:16])[CH2:18][CH2:19]3)[C:11]3[O:12][CH:13]=[CH:14][C:10]=3[C:9]=2[CH:8]=1. The yield is 0.720. (6) The reactants are [O:1]=[C:2]1[NH:10]/[C:9](=[N:11]\[N:12]=[CH:13][C:14]2[CH:19]=[CH:18][CH:17]=[CH:16][CH:15]=2)/[N:8]([CH2:20][CH2:21][CH2:22][CH2:23][CH3:24])[C:7]2[N:6]=[CH:5][NH:4][C:3]1=2. The catalyst is C(O)(=O)C. The product is [CH2:20]([N:8]1[C:7]2[N:6]=[CH:5][NH:4][C:3]=2[C:2](=[O:1])[N:10]2[C:13]([C:14]3[CH:15]=[CH:16][CH:17]=[CH:18][CH:19]=3)=[N:12][N:11]=[C:9]12)[CH2:21][CH2:22][CH2:23][CH3:24]. The yield is 0.220. (7) The reactants are C1(C)C=CC(S(O)(=O)=O)=CC=1.CC1C=CC(S(O[CH2:23][CH2:24][C:25]2[S:26][C:27]3[CH:33]=[CH:32][C:31]([Br:34])=[CH:30][C:28]=3[CH:29]=2)(=O)=O)=CC=1.C([O-])([O-])=O.[K+].[K+].[CH3:41][C@@H:42]1[CH2:46][CH2:45][CH2:44][NH:43]1.C(#N)C. No catalyst specified. The product is [Br:34][C:31]1[CH:32]=[CH:33][C:27]2[S:26][C:25]([CH2:24][CH2:23][N:43]3[CH2:44][CH2:45][CH2:46][C@H:42]3[CH3:41])=[CH:29][C:28]=2[CH:30]=1. The yield is 0.733.